From a dataset of Forward reaction prediction with 1.9M reactions from USPTO patents (1976-2016). Predict the product of the given reaction. Given the reactants [F:1][C:2]1[CH:7]=[CH:6][CH:5]=[C:4]([F:8])[C:3]=1[N:9]1[C:14]2[N:15]=[C:16](S(C)(=O)=O)[N:17]=[C:18]([C:19]3[CH:24]=[CH:23][C:22]([F:25])=[CH:21][C:20]=3[CH3:26])[C:13]=2[CH:12]=[CH:11][C:10]1=[O:31].[NH2:32][CH2:33][CH2:34][C:35]1[N:39]=[CH:38][NH:37][CH:36]=1, predict the reaction product. The product is: [F:1][C:2]1[CH:7]=[CH:6][CH:5]=[C:4]([F:8])[C:3]=1[N:9]1[C:14]2[N:15]=[C:16]([NH:32][CH2:33][CH2:34][C:35]3[N:39]=[CH:38][NH:37][CH:36]=3)[N:17]=[C:18]([C:19]3[CH:24]=[CH:23][C:22]([F:25])=[CH:21][C:20]=3[CH3:26])[C:13]=2[CH:12]=[CH:11][C:10]1=[O:31].